Dataset: Retrosynthesis with 50K atom-mapped reactions and 10 reaction types from USPTO. Task: Predict the reactants needed to synthesize the given product. (1) Given the product CC(C)(C)OC(=O)NCCNS(=O)(=O)c1c(Cl)ccc([N+](=O)[O-])c1Cl, predict the reactants needed to synthesize it. The reactants are: CC(C)(C)OC(=O)NCCN.O=[N+]([O-])c1ccc(Cl)c(S(=O)(=O)Cl)c1Cl. (2) Given the product Cc1ccccc1, predict the reactants needed to synthesize it. The reactants are: CS(=O)(=O)c1ccc(Br)c(Cl)c1O.ClCCC1OCCO1.